From a dataset of Catalyst prediction with 721,799 reactions and 888 catalyst types from USPTO. Predict which catalyst facilitates the given reaction. (1) Reactant: Cl[C:2]([O:4][CH2:5][CH3:6])=[O:3].[F:7][C:8]([F:44])([F:43])[C:9]1[CH:10]=[C:11]([CH:36]=[C:37]([C:39]([F:42])([F:41])[F:40])[CH:38]=1)[CH2:12][N:13]([C:30]1[N:31]=[N:32][N:33]([CH3:35])[N:34]=1)[C@H:14]1[CH2:20][CH2:19][CH2:18][NH:17][C:16]2[CH:21]=[C:22]([C:26]([F:29])([F:28])[F:27])[C:23]([CH3:25])=[CH:24][C:15]1=2.N1C=CC=CC=1. Product: [CH2:5]([O:4][C:2]([N:17]1[CH2:18][CH2:19][CH2:20][C@H:14]([N:13]([CH2:12][C:11]2[CH:36]=[C:37]([C:39]([F:42])([F:41])[F:40])[CH:38]=[C:9]([C:8]([F:7])([F:44])[F:43])[CH:10]=2)[C:30]2[N:31]=[N:32][N:33]([CH3:35])[N:34]=2)[C:15]2[CH:24]=[C:23]([CH3:25])[C:22]([C:26]([F:28])([F:27])[F:29])=[CH:21][C:16]1=2)=[O:3])[CH3:6]. The catalyst class is: 96. (2) Reactant: Br[CH2:2][C:3]([C:5]1[CH:13]=[CH:12][C:8]([C:9]([OH:11])=[O:10])=[CH:7][CH:6]=1)=O.[CH3:14][NH:15][C:16]([NH2:18])=[S:17]. Product: [CH3:14][NH:15][C:16]1[S:17][CH:2]=[C:3]([C:5]2[CH:13]=[CH:12][C:8]([C:9]([OH:11])=[O:10])=[CH:7][CH:6]=2)[N:18]=1. The catalyst class is: 8. (3) Reactant: [C:1]1(=[O:8])[O:7][C:5](=[O:6])[CH2:4][CH2:3][CH2:2]1.[NH2:9][CH2:10][CH2:11][N:12]1[CH2:17][CH2:16][O:15][CH2:14][CH2:13]1. Product: [O:15]1[CH2:16][CH2:17][N:12]([CH2:11][CH2:10][NH:9][C:5](=[O:6])[CH2:4][CH2:3][CH2:2][C:1]([OH:7])=[O:8])[CH2:13][CH2:14]1. The catalyst class is: 12. (4) Reactant: [Cl:1][C:2]1[CH:3]=[CH:4][C:5]2[N:6]([CH:8]=[C:9]([C:11]3[CH:16]=[CH:15][C:14]([F:17])=[CH:13][CH:12]=3)[N:10]=2)[N:7]=1.[I:18]Cl.S([O-])([O-])(=O)=S.[Na+].[Na+]. The catalyst class is: 22. Product: [Cl:1][C:2]1[CH:3]=[CH:4][C:5]2[N:6]([C:8]([I:18])=[C:9]([C:11]3[CH:12]=[CH:13][C:14]([F:17])=[CH:15][CH:16]=3)[N:10]=2)[N:7]=1. (5) Reactant: [Cl:1][C:2]1[CH:7]=[CH:6][CH:5]=[CH:4][C:3]=1[C:8]1[CH:13]=[CH:12][C:11]([C:14]([O:16]C)=[O:15])=[C:10]([CH2:18][N:19]2[C:23](=[O:24])[N:22]([CH2:25][CH:26]([OH:31])[C:27]([F:30])([F:29])[F:28])[C:21]([C:32]3[CH:37]=[CH:36][C:35]([Cl:38])=[CH:34][CH:33]=3)=[N:20]2)[CH:9]=1.[OH-].[Li+]. Product: [Cl:1][C:2]1[CH:7]=[CH:6][CH:5]=[CH:4][C:3]=1[C:8]1[CH:13]=[CH:12][C:11]([C:14]([OH:16])=[O:15])=[C:10]([CH2:18][N:19]2[C:23](=[O:24])[N:22]([CH2:25][CH:26]([OH:31])[C:27]([F:28])([F:29])[F:30])[C:21]([C:32]3[CH:33]=[CH:34][C:35]([Cl:38])=[CH:36][CH:37]=3)=[N:20]2)[CH:9]=1. The catalyst class is: 1. (6) Reactant: [C:1]1([CH3:8])[CH:6]=[CH:5][CH:4]=[C:3]([CH3:7])[CH:2]=1.[C:9](Cl)(=[O:12])[CH:10]=[CH2:11].[Cl-].[Al+3].[Cl-].[Cl-]. Product: [CH3:8][C:1]1[CH:2]=[C:3]([CH3:7])[CH:4]=[CH:5][C:6]=1[C:9](=[O:12])[CH:10]=[CH2:11]. The catalyst class is: 4. (7) Reactant: [O:1]([C:3]1[CH:4]=[C:5]([CH:7]=[C:8]([O:10][CH3:11])[CH:9]=1)[NH2:6])[CH3:2].[C:12]1([CH3:22])[CH:17]=[CH:16][C:15]([S:18](Cl)(=[O:20])=[O:19])=[CH:14][CH:13]=1.ClCCl. Product: [CH3:2][O:1][C:3]1[CH:4]=[C:5]([NH:6][S:18]([C:15]2[CH:16]=[CH:17][C:12]([CH3:22])=[CH:13][CH:14]=2)(=[O:20])=[O:19])[CH:7]=[C:8]([O:10][CH3:11])[CH:9]=1. The catalyst class is: 17.